Task: Predict the product of the given reaction.. Dataset: Forward reaction prediction with 1.9M reactions from USPTO patents (1976-2016) (1) Given the reactants Cl.[C:2]([C:5]1[S:6][CH:7]=[CH:8][CH:9]=1)(=[O:4])[CH3:3].Cl.[CH3:11][NH2:12].[CH2:13]=O, predict the reaction product. The product is: [CH3:11][NH:12][CH2:13][CH2:3][C:2]([C:5]1[S:6][CH:7]=[CH:8][CH:9]=1)=[O:4]. (2) Given the reactants [CH2:1]([O:8][C:9]([NH:11][CH2:12][CH2:13][CH2:14][CH2:15][C@H:16]([NH:21][C:22]([O:24][C:25]([CH3:28])([CH3:27])[CH3:26])=[O:23])[CH2:17][C:18]([OH:20])=O)=[O:10])[C:2]1[CH:7]=[CH:6][CH:5]=[CH:4][CH:3]=1.[NH2:29][CH2:30][CH2:31][NH:32][C:33](=[O:39])[O:34][C:35]([CH3:38])([CH3:37])[CH3:36].C(N(CC)CC)C.C(Cl)CCl.C1C=CC2N(O)N=NC=2C=1, predict the reaction product. The product is: [CH2:1]([O:8][C:9](=[O:10])[NH:11][CH2:12][CH2:13][CH2:14][CH2:15][C@H:16]([NH:21][C:22]([O:24][C:25]([CH3:28])([CH3:27])[CH3:26])=[O:23])[CH2:17][C:18]([NH:29][CH2:30][CH2:31][NH:32][C:33]([O:34][C:35]([CH3:38])([CH3:37])[CH3:36])=[O:39])=[O:20])[C:2]1[CH:3]=[CH:4][CH:5]=[CH:6][CH:7]=1.